From a dataset of Catalyst prediction with 721,799 reactions and 888 catalyst types from USPTO. Predict which catalyst facilitates the given reaction. Product: [OH:1][C:2]1[CH:21]=[CH:20][C:5]2[O:6][CH2:7][C:8]3[CH:19]=[CH:18][CH:17]=[CH:16][C:9]=3/[C:10](=[CH:11]\[CH2:12][CH2:13][NH:14][CH3:15])/[C:4]=2[CH:3]=1. The catalyst class is: 209. Reactant: [OH:1][CH:2]1[CH:21]=[CH:20][C:5]2[O:6][CH2:7][C:8]3[CH:19]=[CH:18][CH:17]=[CH:16][C:9]=3/[C:10](=[CH:11]/[CH2:12][CH2:13][NH:14][CH3:15])/[C:4]=2[CH2:3]1.